Dataset: NCI-60 drug combinations with 297,098 pairs across 59 cell lines. Task: Regression. Given two drug SMILES strings and cell line genomic features, predict the synergy score measuring deviation from expected non-interaction effect. (1) Drug 1: CN(CC1=CN=C2C(=N1)C(=NC(=N2)N)N)C3=CC=C(C=C3)C(=O)NC(CCC(=O)O)C(=O)O. Drug 2: CC(C)NC(=O)C1=CC=C(C=C1)CNNC.Cl. Cell line: MDA-MB-231. Synergy scores: CSS=-6.59, Synergy_ZIP=1.23, Synergy_Bliss=-2.83, Synergy_Loewe=-6.95, Synergy_HSA=-6.87. (2) Drug 1: C1CCN(CC1)CCOC2=CC=C(C=C2)C(=O)C3=C(SC4=C3C=CC(=C4)O)C5=CC=C(C=C5)O. Drug 2: CC(CN1CC(=O)NC(=O)C1)N2CC(=O)NC(=O)C2. Cell line: HS 578T. Synergy scores: CSS=1.80, Synergy_ZIP=-3.21, Synergy_Bliss=-3.52, Synergy_Loewe=-12.0, Synergy_HSA=-10.7.